From a dataset of Reaction yield outcomes from USPTO patents with 853,638 reactions. Predict the reaction yield, written as a fraction of the theoretical maximum amount of product (1.0 means a 100% yield; for example, 0.34 means a 34% yield). (1) The reactants are [CH3:1][O:2][C:3](=[O:29])[C@H:4]([CH2:21][C:22]1[CH:27]=[CH:26][C:25]([NH2:28])=[CH:24][CH:23]=1)[NH:5][C:6]([C:8]1([CH2:13][CH2:14][CH2:15][CH2:16][S:17]([CH3:20])(=[O:19])=[O:18])[CH2:12][CH2:11][CH2:10][CH2:9]1)=[S:7].[Cl:30][C:31]1[CH:39]=[CH:38][CH:37]=[C:36]([Cl:40])[C:32]=1[C:33](Cl)=[O:34].C(N(C(C)C)CC)(C)C. The catalyst is ClCCl.O. The product is [CH3:1][O:2][C:3](=[O:29])[C@H:4]([CH2:21][C:22]1[CH:27]=[CH:26][C:25]([NH:28][C:33]([C:32]2[C:31]([Cl:30])=[CH:39][CH:38]=[CH:37][C:36]=2[Cl:40])=[O:34])=[CH:24][CH:23]=1)[NH:5][C:6]([C:8]1([CH2:13][CH2:14][CH2:15][CH2:16][S:17]([CH3:20])(=[O:19])=[O:18])[CH2:12][CH2:11][CH2:10][CH2:9]1)=[S:7]. The yield is 0.990. (2) The reactants are [CH2:1]([O:3][C:4]([C:6]1[S:7][C:8]([O:19][C:20]2[CH:25]=[CH:24][CH:23]=[C:22]([O:26]C)[CH:21]=2)=[C:9]2[C:17]3[N:16]([CH3:18])[N:15]=[CH:14][C:13]=3[CH2:12][CH2:11][C:10]=12)=[O:5])[CH3:2].[C:28](Cl)(=[O:30])[CH3:29].[Cl-].[Al+3].[Cl-].[Cl-].Cl. The catalyst is ClCCCl. The product is [CH2:1]([O:3][C:4]([C:6]1[S:7][C:8]([O:19][C:20]2[CH:25]=[CH:24][C:23]([C:28](=[O:30])[CH3:29])=[C:22]([OH:26])[CH:21]=2)=[C:9]2[C:17]3[N:16]([CH3:18])[N:15]=[CH:14][C:13]=3[CH2:12][CH2:11][C:10]=12)=[O:5])[CH3:2]. The yield is 0.610.